Predict which catalyst facilitates the given reaction. From a dataset of Catalyst prediction with 721,799 reactions and 888 catalyst types from USPTO. (1) Reactant: [Cl:1][C:2]1[C:7]([C:8]([F:11])([F:10])[F:9])=[CH:6][CH:5]=[CH:4][N:3]=1.[N:12]1(C(OC(C)(C)C)=O)[CH2:17][CH2:16][NH:15][CH2:14][CH2:13]1.C([O-])([O-])=O.[K+].[K+]. Product: [ClH:1].[ClH:1].[F:9][C:8]([F:11])([F:10])[C:7]1[C:2]([N:12]2[CH2:17][CH2:16][NH:15][CH2:14][CH2:13]2)=[N:3][CH:4]=[CH:5][CH:6]=1. The catalyst class is: 3. (2) Reactant: [CH:1]1([C:7]([N:9]2[CH2:15][C:14]3[CH:16]=[CH:17][C:18]([C:20](OC(C)C)=[O:21])=[N:19][C:13]=3[O:12][CH2:11][CH2:10]2)=[O:8])[CH2:6][CH2:5][CH2:4][CH2:3][CH2:2]1.[NH2:26][OH:27].[OH-].[Na+].Cl. Product: [CH:1]1([C:7]([N:9]2[CH2:15][C:14]3[CH:16]=[CH:17][C:18]([C:20]([NH:26][OH:27])=[O:21])=[N:19][C:13]=3[O:12][CH2:11][CH2:10]2)=[O:8])[CH2:6][CH2:5][CH2:4][CH2:3][CH2:2]1. The catalyst class is: 36. (3) Reactant: [Cl:1][CH2:2][CH:3]1[CH2:5][O:4]1.[C:6]1([CH:12]([C:14]2[CH:19]=[CH:18][CH:17]=[CH:16][CH:15]=2)[NH2:13])[CH:11]=[CH:10][CH:9]=[CH:8][CH:7]=1. Product: [CH:12]([NH:13][CH2:5][CH:3]([OH:4])[CH2:2][Cl:1])([C:14]1[CH:15]=[CH:16][CH:17]=[CH:18][CH:19]=1)[C:6]1[CH:11]=[CH:10][CH:9]=[CH:8][CH:7]=1. The catalyst class is: 5. (4) Product: [NH2:14][C:13]1[O:29][C:28]2[N:24]([CH3:23])[N:25]=[C:26]([C:30]3[CH:35]=[CH:34][CH:33]=[CH:32][CH:31]=3)[C:27]=2[CH:9]([C:6]2[CH:7]=[CH:8][C:3]([O:2][CH3:1])=[CH:4][CH:5]=2)[C:12]=1[C:11]#[N:15]. The catalyst class is: 8. Reactant: [CH3:1][O:2][C:3]1[CH:4]=[CH:5][C:6]([CH:9]=O)=[CH:7][CH:8]=1.[C:11](#[N:15])[CH2:12][C:13]#[N:14].C(N(CC)CC)C.[CH3:23][N:24]1[C:28](=[O:29])[CH2:27][C:26]([C:30]2[CH:35]=[CH:34][CH:33]=[CH:32][CH:31]=2)=[N:25]1.